Predict the reaction yield, written as a fraction of the theoretical maximum amount of product (1.0 means a 100% yield; for example, 0.34 means a 34% yield). From a dataset of Reaction yield outcomes from USPTO patents with 853,638 reactions. (1) The reactants are Cl.[F:2][C:3]1[CH:4]=[C:5]([C:10]2[C:18]3[C:13](=[CH:14][C:15]([O:19][CH2:20][CH2:21][CH2:22][N:23]4[CH2:28][CH2:27][NH:26][CH2:25][CH2:24]4)=[CH:16][CH:17]=3)[C:12](=[O:29])[C:11]=2[C:30]2[CH:31]=[N:32][CH:33]=[CH:34][CH:35]=2)[CH:6]=[C:7]([F:9])[CH:8]=1.C(N(CC)CC)C.[CH3:43][S:44]([Cl:47])(=[O:46])=[O:45]. The catalyst is C(Cl)Cl. The product is [ClH:47].[F:2][C:3]1[CH:4]=[C:5]([C:10]2[C:18]3[C:13](=[CH:14][C:15]([O:19][CH2:20][CH2:21][CH2:22][N:23]4[CH2:28][CH2:27][N:26]([S:44]([CH3:43])(=[O:46])=[O:45])[CH2:25][CH2:24]4)=[CH:16][CH:17]=3)[C:12](=[O:29])[C:11]=2[C:30]2[CH:31]=[N:32][CH:33]=[CH:34][CH:35]=2)[CH:6]=[C:7]([F:9])[CH:8]=1. The yield is 0.680. (2) The catalyst is C1C=CC=CC=1.O. The yield is 0.980. The reactants are [N+:1]([CH2:4][CH2:5][CH2:6][C:7]([O:9][CH3:10])=[O:8])([O-])=[O:2].[CH3:11][N:12]1[CH2:16][CH2:15][CH2:14][C@H:13]1[CH2:17][O:18][C:19]1[CH:24]=[CH:23][C:22]([C:25]#C)=CN=1.[C:27]1([N:33]=[C:34]=O)C=CC=CC=1.C(N(CC)CC)C. The product is [CH3:10][O:9][C:7](=[O:8])[CH2:6][CH2:5][C:4]1[CH:25]=[C:22]([C:23]2[CH:27]=[N:33][CH:34]=[C:19]([O:18][CH2:17][C@@H:13]3[CH2:14][CH2:15][CH2:16][N:12]3[CH3:11])[CH:24]=2)[O:2][N:1]=1. (3) The reactants are C([Li])(C)(C)C.Br[C:7]1[CH:12]=[CH:11][C:10]([Br:13])=[CH:9][CH:8]=1.[Cu]C#N.[C:17]([O:22][CH3:23])(=[O:21])[C@H:18]1[O:20][CH2:19]1.[Cl-].[NH4+]. The catalyst is COC(C)(C)C. The product is [Br:13][C:10]1[CH:11]=[CH:12][C:7]([CH2:19][C@H:18]([OH:20])[C:17]([O:22][CH3:23])=[O:21])=[CH:8][CH:9]=1. The yield is 0.560.